Predict the reactants needed to synthesize the given product. From a dataset of Full USPTO retrosynthesis dataset with 1.9M reactions from patents (1976-2016). (1) Given the product [C:1]1([C:7]2[CH:16]=[CH:15][C:14]3[N:13]=[CH:12][C:11]4[N:17]=[CH:18][N:19]([C:20]5[CH:27]=[CH:26][CH:25]=[CH:24][C:21]=5[CH2:22][NH2:23])[C:10]=4[C:9]=3[CH:8]=2)[CH:2]=[CH:3][CH:4]=[CH:5][CH:6]=1, predict the reactants needed to synthesize it. The reactants are: [C:1]1([C:7]2[CH:16]=[CH:15][C:14]3[N:13]=[CH:12][C:11]4[N:17]=[CH:18][N:19]([C:20]5[CH:27]=[CH:26][CH:25]=[CH:24][C:21]=5[C:22]#[N:23])[C:10]=4[C:9]=3[CH:8]=2)[CH:6]=[CH:5][CH:4]=[CH:3][CH:2]=1. (2) Given the product [CH3:18][C:19]1[N:13]([CH2:14][CH2:15][CH3:16])[C:12]2[CH:11]=[CH:10][C:6]([C:7]([OH:9])=[O:8])=[CH:5][C:4]=2[N:3]=1, predict the reactants needed to synthesize it. The reactants are: CO.[NH2:3][C:4]1[CH:5]=[C:6]([CH:10]=[CH:11][C:12]=1[NH:13][CH2:14][CH2:15][CH3:16])[C:7]([OH:9])=[O:8].Cl.[C:18](=N)(OC)[CH3:19]. (3) Given the product [ClH:34].[F:26][C:21]1[CH:20]=[C:19]([CH:24]=[C:23]([F:25])[CH:22]=1)[CH2:18][C@H:2]([NH:1][C:27](=[O:29])[CH3:28])[C@@H:3]([C@H:5]1[CH2:10][O:9][C@@H:8]([O:11][CH2:12][C:13]([CH3:15])([CH3:16])[CH3:14])[C@H:7]([CH3:17])[NH:6]1)[OH:4], predict the reactants needed to synthesize it. The reactants are: [NH2:1][C@@H:2]([CH2:18][C:19]1[CH:24]=[C:23]([F:25])[CH:22]=[C:21]([F:26])[CH:20]=1)[C@@H:3]([C@H:5]1[CH2:10][O:9][C@@H:8]([O:11][CH2:12][C:13]([CH3:16])([CH3:15])[CH3:14])[C@H:7]([CH3:17])[NH:6]1)[OH:4].[C:27](OC(=O)C)(=[O:29])[CH3:28].[ClH:34]. (4) Given the product [OH:8][C:4]1[CH:3]=[C:2]([NH:1][C:15](=[O:20])[C:16]([CH3:19])([CH3:18])[CH3:17])[CH:7]=[CH:6][CH:5]=1, predict the reactants needed to synthesize it. The reactants are: [NH2:1][C:2]1[CH:3]=[C:4]([OH:8])[CH:5]=[CH:6][CH:7]=1.C([O-])([O-])=O.[Na+].[Na+].[C:15](Cl)(=[O:20])[C:16]([CH3:19])([CH3:18])[CH3:17]. (5) Given the product [Cl:33][C:34]1[N:39]=[C:38]([NH:1][C:2]2[N:3]=[C:4]3[CH:9]=[CH:8][C:7]([O:10][C:11]4[CH:12]=[C:13]([NH:17][C:18](=[O:29])[C:19]5[CH:24]=[CH:23][CH:22]=[C:21]([C:25]([F:28])([F:27])[F:26])[CH:20]=5)[CH:14]=[CH:15][CH:16]=4)=[N:6][N:5]3[CH:30]=2)[CH:37]=[CH:36][N:35]=1, predict the reactants needed to synthesize it. The reactants are: [NH2:1][C:2]1[N:3]=[C:4]2[CH:9]=[CH:8][C:7]([O:10][C:11]3[CH:12]=[C:13]([NH:17][C:18](=[O:29])[C:19]4[CH:24]=[CH:23][CH:22]=[C:21]([C:25]([F:28])([F:27])[F:26])[CH:20]=4)[CH:14]=[CH:15][CH:16]=3)=[N:6][N:5]2[CH:30]=1.[H-].[Na+].[Cl:33][C:34]1[N:39]=[C:38](Cl)[CH:37]=[CH:36][N:35]=1.C(OCC)(=O)C. (6) Given the product [CH2:12]([C:19]1[NH:24][C:23]([C:25]2[CH:26]=[CH:27][CH:28]=[CH:29][CH:30]=2)=[CH:22][N:21]2[C:3](=[O:5])[C:2]([CH2:6][C:7]3[S:8][CH:9]=[CH:10][CH:11]=3)=[N:31][C:20]=12)[C:13]1[CH:14]=[CH:15][CH:16]=[CH:17][CH:18]=1, predict the reactants needed to synthesize it. The reactants are: O=[C:2]([CH2:6][C:7]1[S:8][CH:9]=[CH:10][CH:11]=1)[C:3]([OH:5])=O.[CH2:12]([C:19]1[C:20]([NH2:31])=[N:21][CH:22]=[C:23]([C:25]2[CH:30]=[CH:29][CH:28]=[CH:27][CH:26]=2)[N:24]=1)[C:13]1[CH:18]=[CH:17][CH:16]=[CH:15][CH:14]=1.